The task is: Predict the reaction yield, written as a fraction of the theoretical maximum amount of product (1.0 means a 100% yield; for example, 0.34 means a 34% yield).. This data is from Reaction yield outcomes from USPTO patents with 853,638 reactions. (1) The reactants are [C:1]([C:5]1[N:10]=[C:9]([C:11]2[CH:12]=[C:13]3[C:17](=[CH:18][CH:19]=2)[N:16]([CH3:20])[CH:15]=[CH:14]3)[C:8]([C:21]([O:23]C)=[O:22])=[CH:7][N:6]=1)([CH3:4])([CH3:3])[CH3:2].O.[OH-].[Li+]. No catalyst specified. The product is [C:1]([C:5]1[N:10]=[C:9]([C:11]2[CH:12]=[C:13]3[C:17](=[CH:18][CH:19]=2)[N:16]([CH3:20])[CH:15]=[CH:14]3)[C:8]([C:21]([OH:23])=[O:22])=[CH:7][N:6]=1)([CH3:4])([CH3:2])[CH3:3]. The yield is 0.970. (2) The reactants are [CH3:1][O:2][C:3]1[CH:10]=[CH:9][C:6]([C:7]#[N:8])=[CH:5][C:4]=1[N+:11]([O-])=O.[N-:14]=[N+:15]=[N-:16].[Na+].Cl.C(N(CC)CC)C.[H][H]. The catalyst is C1(C)C=CC=CC=1.CO.[Pd].O. The product is [CH3:1][O:2][C:3]1[CH:10]=[CH:9][C:6]([C:7]2[NH:16][N:15]=[N:14][N:8]=2)=[CH:5][C:4]=1[NH2:11]. The yield is 0.820. (3) The yield is 0.100. The catalyst is C(Cl)Cl. The reactants are [CH:1]1([NH:4][C:5]([NH:7][C:8]2[CH:13]=[CH:12][C:11]([O:14][C:15]3[CH:20]=[CH:19][N:18]=[C:17]4[CH:21]=[C:22]([C:24]5[CH:29]=[CH:28][C:27]([CH2:30][N:31]6[CH2:36][CH2:35][NH:34][CH2:33][CH2:32]6)=[CH:26][N:25]=5)[S:23][C:16]=34)=[C:10]([F:37])[CH:9]=2)=[O:6])[CH2:3][CH2:2]1.C(N(CC)CC)C.Cl[CH2:46][C:47](Cl)=[O:48].[CH3:50][N:51]([CH3:55])[CH2:52][CH2:53][NH2:54]. The product is [CH:1]1([NH:4][C:5]([NH:7][C:8]2[CH:13]=[CH:12][C:11]([O:14][C:15]3[CH:20]=[CH:19][N:18]=[C:17]4[CH:21]=[C:22]([C:24]5[CH:29]=[CH:28][C:27]([CH2:30][N:31]6[CH2:32][CH2:33][N:34]([C:47](=[O:48])[CH2:46][NH:54][CH2:53][CH2:52][N:51]([CH3:55])[CH3:50])[CH2:35][CH2:36]6)=[CH:26][N:25]=5)[S:23][C:16]=34)=[C:10]([F:37])[CH:9]=2)=[O:6])[CH2:3][CH2:2]1. (4) The reactants are [F:1][C:2]1[CH:3]=[C:4]([S:8]([NH:11][C:12]2[CH:17]=[CH:16][CH:15]=[CH:14][C:13]=2[CH:18]2[C:27]([CH3:29])([CH3:28])[CH2:26][C:25]3[C:20](=[CH:21][CH:22]=[C:23]([C:30]([O:32]C)=[O:31])[CH:24]=3)[NH:19]2)(=[O:10])=[O:9])[CH:5]=[CH:6][CH:7]=1.[OH-].[Na+]. The catalyst is O1CCCC1.CO. The product is [F:1][C:2]1[CH:3]=[C:4]([S:8]([NH:11][C:12]2[CH:17]=[CH:16][CH:15]=[CH:14][C:13]=2[CH:18]2[C:27]([CH3:28])([CH3:29])[CH2:26][C:25]3[C:20](=[CH:21][CH:22]=[C:23]([C:30]([OH:32])=[O:31])[CH:24]=3)[NH:19]2)(=[O:10])=[O:9])[CH:5]=[CH:6][CH:7]=1. The yield is 0.927. (5) The catalyst is CN(C)C=O.[Pd]. The yield is 0.580. The reactants are [N+:1]([C:4]1[CH:32]=[CH:31][C:7]([O:8][CH:9]([CH3:30])[C:10]([O:12][CH2:13][CH2:14][O:15][C:16](=[O:29])[CH:17]([O:19][C:20]2[CH:25]=[CH:24][C:23]([N+:26]([O-])=O)=[CH:22][CH:21]=2)[CH3:18])=[O:11])=[CH:6][CH:5]=1)([O-])=O.[H][H]. The product is [NH2:26][C:23]1[CH:24]=[CH:25][C:20]([O:19][CH:17]([CH3:18])[C:16]([O:15][CH2:14][CH2:13][O:12][C:10](=[O:11])[CH:9]([O:8][C:7]2[CH:6]=[CH:5][C:4]([NH2:1])=[CH:32][CH:31]=2)[CH3:30])=[O:29])=[CH:21][CH:22]=1. (6) The reactants are Cl[C:2]1[CH:7]=[C:6]([NH:8][C:9]2[CH:18]=[CH:17][CH:16]=[CH:15][C:10]=2[C:11]([NH:13][CH3:14])=[O:12])[C:5]([CH:19]=[CH2:20])=[CH:4][N:3]=1.[CH3:21][O:22][C:23]1[CH:28]=[C:27]([N:29]2[CH2:34][CH2:33][O:32][CH2:31][CH2:30]2)[CH:26]=[CH:25][C:24]=1[NH2:35].C([O-])([O-])=O.[Cs+].[Cs+].C1C=CC(P(C2C(C3C(P(C4C=CC=CC=4)C4C=CC=CC=4)=CC=C4C=3C=CC=C4)=C3C(C=CC=C3)=CC=2)C2C=CC=CC=2)=CC=1. The catalyst is CC([O-])=O.CC([O-])=O.[Pd+2].O1CCOCC1. The product is [CH3:21][O:22][C:23]1[CH:28]=[C:27]([N:29]2[CH2:30][CH2:31][O:32][CH2:33][CH2:34]2)[CH:26]=[CH:25][C:24]=1[NH:35][C:2]1[CH:7]=[C:6]([NH:8][C:9]2[CH:18]=[CH:17][CH:16]=[CH:15][C:10]=2[C:11]([NH:13][CH3:14])=[O:12])[C:5]([CH:19]=[CH2:20])=[CH:4][N:3]=1. The yield is 0.0200. (7) The reactants are [BH4-].[Na+].[F:3][C:4]1[N:8]([C:9]2[CH:14]=[CH:13][CH:12]=[CH:11][CH:10]=2)[N:7]=[C:6]([C:15]([F:18])([F:17])[F:16])[C:5]=1[CH:19]=[O:20].O. The catalyst is CO. The product is [F:3][C:4]1[N:8]([C:9]2[CH:10]=[CH:11][CH:12]=[CH:13][CH:14]=2)[N:7]=[C:6]([C:15]([F:17])([F:16])[F:18])[C:5]=1[CH2:19][OH:20]. The yield is 1.00.